The task is: Predict the product of the given reaction.. This data is from Forward reaction prediction with 1.9M reactions from USPTO patents (1976-2016). (1) Given the reactants [NH2:1][C:2]1[CH:7]=[C:6]([CH3:8])[CH:5]=[CH:4][N:3]=1.[N+:9]([CH2:11][CH2:12][CH2:13][CH2:14][CH2:15][CH2:16][N+:17]#[C-:18])#[C-:10].[CH3:19][O:20][C:21]1[CH:22]=[C:23]([CH:26]=[CH:27][C:28]=1[O:29][CH3:30])[CH:24]=O, predict the reaction product. The product is: [CH3:19][O:20][C:21]1[CH:22]=[C:23]([C:24]2[N:1]=[C:2]3[CH:7]=[C:6]([CH3:8])[CH:5]=[CH:4][N:3]3[C:10]=2[NH:9][CH2:11][CH2:12][CH2:13][CH2:14][CH2:15][CH2:16][N+:17]#[C-:18])[CH:26]=[CH:27][C:28]=1[O:29][CH3:30]. (2) Given the reactants Cl[C:2]1[N:3]=[C:4]2[CH:17]=[CH:16][C:15]3=[N:18][N:19]=[C:20]([C:21]4[CH:26]=[N:25][CH:24]=[CH:23][N:22]=4)[N:14]3[C:5]2=[N:6][C:7]=1[C:8]1[CH:13]=[CH:12][CH:11]=[CH:10][CH:9]=1.[C:27]([O:31][C:32](=[O:53])[NH:33][C:34]1([C:38]2[CH:43]=[CH:42][C:41](B3OC(C)(C)C(C)(C)O3)=[CH:40][CH:39]=2)[CH2:37][CH2:36][CH2:35]1)([CH3:30])([CH3:29])[CH3:28].C(=O)([O-])[O-].[K+].[K+].O, predict the reaction product. The product is: [C:8]1([C:7]2[N:6]=[C:5]3[N:14]4[C:20]([C:21]5[CH:26]=[N:25][CH:24]=[CH:23][N:22]=5)=[N:19][N:18]=[C:15]4[CH:16]=[CH:17][C:4]3=[N:3][C:2]=2[C:41]2[CH:42]=[CH:43][C:38]([C:34]3([NH:33][C:32](=[O:53])[O:31][C:27]([CH3:30])([CH3:28])[CH3:29])[CH2:37][CH2:36][CH2:35]3)=[CH:39][CH:40]=2)[CH:9]=[CH:10][CH:11]=[CH:12][CH:13]=1. (3) Given the reactants [F:1][C:2]([F:16])([F:15])[C:3]1[C:4]2[CH2:14][CH2:13][CH2:12][C:5]=2[N:6]([CH2:8][C:9]([OH:11])=O)[N:7]=1.[S:17]1[CH:21]=[CH:20][CH:19]=[C:18]1[C:22]([NH:24][NH2:25])=O, predict the reaction product. The product is: [S:17]1[CH:21]=[CH:20][CH:19]=[C:18]1[C:22]1[O:11][C:9]([CH2:8][N:6]2[C:5]3[CH2:12][CH2:13][CH2:14][C:4]=3[C:3]([C:2]([F:1])([F:16])[F:15])=[N:7]2)=[N:25][N:24]=1.